Predict the reactants needed to synthesize the given product. From a dataset of Full USPTO retrosynthesis dataset with 1.9M reactions from patents (1976-2016). (1) Given the product [CH3:13][C:12]([CH3:17])=[CH:8][C:6]1[CH:7]=[C:2]([OH:1])[CH:3]=[C:4]([CH:10]=[C:32]([CH3:33])[CH3:31])[N:5]=1, predict the reactants needed to synthesize it. The reactants are: [OH:1][C:2]1[CH:7]=[C:6]([CH:8]=O)[N:5]=[C:4]([CH:10]=O)[CH:3]=1.[C:12]1(P(C2C=CC=CC=2)C2C=CC=CC=2)[CH:17]=CC=C[CH:13]=1.[CH2:31]([Li])[CH2:32][CH2:33]C. (2) Given the product [CH2:1]=[C:2]1[CH2:5][CH:4]([C:6]([O:8][CH2:16][CH2:17][CH3:18])=[O:7])[CH2:3]1, predict the reactants needed to synthesize it. The reactants are: [CH2:1]=[C:2]1[CH2:5][CH:4]([C:6]([OH:8])=[O:7])[CH2:3]1.[H-].[Na+].CN(C)C=O.[CH2:16](I)[CH2:17][CH3:18]. (3) Given the product [F:17][C:18]1([F:24])[CH2:23][CH2:22][N:21]([C:2]2[CH:3]=[C:4]([C:12]([O:14][CH3:15])=[O:13])[CH:5]=[C:6]([CH:11]=2)[C:7]([O:9][CH3:10])=[O:8])[CH2:20][CH2:19]1, predict the reactants needed to synthesize it. The reactants are: Br[C:2]1[CH:3]=[C:4]([C:12]([O:14][CH3:15])=[O:13])[CH:5]=[C:6]([CH:11]=1)[C:7]([O:9][CH3:10])=[O:8].Cl.[F:17][C:18]1([F:24])[CH2:23][CH2:22][NH:21][CH2:20][CH2:19]1.C1C=CC(P(C2C(C3C(P(C4C=CC=CC=4)C4C=CC=CC=4)=CC=C4C=3C=CC=C4)=C3C(C=CC=C3)=CC=2)C2C=CC=CC=2)=CC=1.C(=O)([O-])[O-].[Cs+].[Cs+]. (4) The reactants are: [ClH:1].[NH2:2][C:3]1[N:8]=[CH:7][C:6]([CH:9]=[CH:10][C:11]([OH:13])=O)=[CH:5][C:4]=1[C:14](=[O:24])[NH:15][CH2:16][CH2:17][N:18]1[CH2:23][CH2:22][O:21][CH2:20][CH2:19]1.Cl.[CH3:26][N:27]1[CH2:33][C:32]2[CH:34]=[C:35](/[CH:38]=[CH:39]/[C:40](O)=O)C=N[C:31]=2[NH:30][C:29](=O)[CH2:28]1.CNCC1N(C)C2C(C=1)=CC=CC=2.CNCC1C=CC2C(=CC=CC=2)C=1CCC. Given the product [ClH:1].[NH2:2][C:3]1[N:8]=[CH:7][C:6](/[CH:9]=[CH:10]/[C:11](=[O:13])[N:30]([CH3:31])[CH2:29][C:28]2[N:27]([CH3:26])[C:33]3[C:39]([CH:40]=2)=[CH:38][CH:35]=[CH:34][CH:32]=3)=[CH:5][C:4]=1[C:14]([NH:15][CH2:16][CH2:17][N:18]1[CH2:23][CH2:22][O:21][CH2:20][CH2:19]1)=[O:24], predict the reactants needed to synthesize it. (5) Given the product [CH2:34]([O:33][C:10]1[C:11]([CH2:13][CH2:14][CH2:15][CH2:16][O:17][C:18]2[CH:19]=[C:20]([CH:30]=[CH:31][CH:32]=2)[O:21][C:22]([CH3:28])([CH3:29])[C:23]([O:25][CH2:26][CH3:27])=[O:24])=[CH:12][NH:8][N:9]=1)[CH3:35], predict the reactants needed to synthesize it. The reactants are: C([N:8]1[CH:12]=[C:11]([CH2:13][CH2:14][CH2:15][CH2:16][O:17][C:18]2[CH:19]=[C:20]([CH:30]=[CH:31][CH:32]=2)[O:21][C:22]([CH3:29])([CH3:28])[C:23]([O:25][CH2:26][CH3:27])=[O:24])[C:10]([O:33][CH2:34][CH3:35])=[N:9]1)C1C=CC=CC=1.C(O)C.